Dataset: Peptide-MHC class II binding affinity with 134,281 pairs from IEDB. Task: Regression. Given a peptide amino acid sequence and an MHC pseudo amino acid sequence, predict their binding affinity value. This is MHC class II binding data. (1) The peptide sequence is LIEKINAGFKAALAA. The MHC is DRB1_0101 with pseudo-sequence DRB1_0101. The binding affinity (normalized) is 0.657. (2) The peptide sequence is AKDVIPEGWKADTAY. The MHC is DRB1_1501 with pseudo-sequence DRB1_1501. The binding affinity (normalized) is 0.117.